Dataset: NCI-60 drug combinations with 297,098 pairs across 59 cell lines. Task: Regression. Given two drug SMILES strings and cell line genomic features, predict the synergy score measuring deviation from expected non-interaction effect. (1) Drug 1: C1C(C(OC1N2C=C(C(=O)NC2=O)F)CO)O. Drug 2: C#CCC(CC1=CN=C2C(=N1)C(=NC(=N2)N)N)C3=CC=C(C=C3)C(=O)NC(CCC(=O)O)C(=O)O. Cell line: NCI-H226. Synergy scores: CSS=55.9, Synergy_ZIP=2.96, Synergy_Bliss=1.58, Synergy_Loewe=-13.9, Synergy_HSA=1.25. (2) Drug 1: CCN(CC)CCNC(=O)C1=C(NC(=C1C)C=C2C3=C(C=CC(=C3)F)NC2=O)C. Drug 2: C1CN1C2=NC(=NC(=N2)N3CC3)N4CC4. Cell line: A549. Synergy scores: CSS=30.5, Synergy_ZIP=2.50, Synergy_Bliss=0.365, Synergy_Loewe=-12.0, Synergy_HSA=-2.45. (3) Drug 1: CC(C)(C#N)C1=CC(=CC(=C1)CN2C=NC=N2)C(C)(C)C#N. Drug 2: CCN(CC)CCCC(C)NC1=C2C=C(C=CC2=NC3=C1C=CC(=C3)Cl)OC. Cell line: SW-620. Synergy scores: CSS=43.2, Synergy_ZIP=0.383, Synergy_Bliss=-0.346, Synergy_Loewe=-1.48, Synergy_HSA=-1.20. (4) Drug 1: CN(C)N=NC1=C(NC=N1)C(=O)N. Drug 2: CC1CCC2CC(C(=CC=CC=CC(CC(C(=O)C(C(C(=CC(C(=O)CC(OC(=O)C3CCCCN3C(=O)C(=O)C1(O2)O)C(C)CC4CCC(C(C4)OC)O)C)C)O)OC)C)C)C)OC. Cell line: SNB-75. Synergy scores: CSS=3.03, Synergy_ZIP=-4.01, Synergy_Bliss=-5.78, Synergy_Loewe=-17.9, Synergy_HSA=-7.34. (5) Synergy scores: CSS=48.4, Synergy_ZIP=-5.01, Synergy_Bliss=-0.602, Synergy_Loewe=-7.45, Synergy_HSA=0.840. Drug 2: N.N.Cl[Pt+2]Cl. Cell line: 786-0. Drug 1: CC1CCC2CC(C(=CC=CC=CC(CC(C(=O)C(C(C(=CC(C(=O)CC(OC(=O)C3CCCCN3C(=O)C(=O)C1(O2)O)C(C)CC4CCC(C(C4)OC)O)C)C)O)OC)C)C)C)OC. (6) Drug 1: CC1OCC2C(O1)C(C(C(O2)OC3C4COC(=O)C4C(C5=CC6=C(C=C35)OCO6)C7=CC(=C(C(=C7)OC)O)OC)O)O. Drug 2: CC1=C(C(=O)C2=C(C1=O)N3CC4C(C3(C2COC(=O)N)OC)N4)N. Cell line: RPMI-8226. Synergy scores: CSS=56.0, Synergy_ZIP=0.747, Synergy_Bliss=1.28, Synergy_Loewe=3.35, Synergy_HSA=7.05.